Dataset: Reaction yield outcomes from USPTO patents with 853,638 reactions. Task: Predict the reaction yield, written as a fraction of the theoretical maximum amount of product (1.0 means a 100% yield; for example, 0.34 means a 34% yield). (1) The reactants are [Cl:1][C:2]1[CH:3]=[C:4]([S:8]([NH:11][C:12]2[CH:20]=[CH:19][C:15]([C:16]([OH:18])=[O:17])=[C:14]([OH:21])[CH:13]=2)(=[O:10])=[O:9])[S:5][C:6]=1[Cl:7].C(N1C=CN=C1)(N1C=CN=C1)=O.N1C=CC=CC=1.O[CH2:41][CH2:42][CH2:43][N:44]1[CH:48]=[CH:47][CH:46]=[CH:45]1. No catalyst specified. The product is [Cl:1][C:2]1[CH:3]=[C:4]([S:8]([NH:11][C:12]2[CH:20]=[CH:19][C:15]([C:16]([O:18][CH2:41][CH2:42][CH2:43][N:44]3[CH:48]=[CH:47][CH:46]=[CH:45]3)=[O:17])=[C:14]([OH:21])[CH:13]=2)(=[O:9])=[O:10])[S:5][C:6]=1[Cl:7]. The yield is 0.660. (2) The reactants are [C:1](#[N:5])[CH2:2][C:3]#[N:4].[CH:6]([C:8]1[CH:16]=[C:12]([C:13]([OH:15])=[O:14])[C:11]([OH:17])=[CH:10][CH:9]=1)=O.C(N)C1C=CC=CC=1. The catalyst is C(O)C. The product is [C:3]([C:2]([C:1]#[N:5])=[CH:6][C:8]1[CH:9]=[CH:10][C:11]([OH:17])=[C:12]([CH:16]=1)[C:13]([OH:15])=[O:14])#[N:4]. The yield is 0.0700. (3) The reactants are Cl.[NH2:2][CH:3]1[CH2:8][CH2:7][N:6]([CH2:9][CH2:10][C:11]2[CH:12]=[CH:13][CH:14]=[C:15]3[C:20]=2[O:19][C:18](=[O:21])[CH:17]=[CH:16]3)[CH2:5][CH2:4]1.CCN(CC)CC.[O:29]=[C:30]1[CH2:35][S:34][C:33]2[CH:36]=[CH:37][C:38]([CH:40]=O)=[N:39][C:32]=2[NH:31]1.[BH4-].[Na+]. The catalyst is CO.C(Cl)Cl. The product is [O:21]=[C:18]1[CH:17]=[CH:16][C:15]2[C:20](=[C:11]([CH2:10][CH2:9][N:6]3[CH2:7][CH2:8][CH:3]([NH:2][CH2:40][C:38]4[CH:37]=[CH:36][C:33]5[S:34][CH2:35][C:30](=[O:29])[NH:31][C:32]=5[N:39]=4)[CH2:4][CH2:5]3)[CH:12]=[CH:13][CH:14]=2)[O:19]1. The yield is 0.510. (4) The reactants are [Cl:1][C:2]1[CH:3]=[CH:4][C:5]([CH3:11])=[C:6]([CH:10]=1)[C:7](O)=[O:8].S(Cl)([Cl:14])=O. No catalyst specified. The product is [Cl:1][C:2]1[CH:3]=[CH:4][C:5]([CH3:11])=[C:6]([CH:10]=1)[C:7]([Cl:14])=[O:8]. The yield is 0.780. (5) The reactants are Br[Zn][CH2:3][C:4]([O:6][CH2:7][CH3:8])=[O:5].C1COCC1.[C:14]1(=[O:20])[CH2:19][CH2:18][CH2:17][CH:16]=[CH:15]1.Cl. The catalyst is C(OCC)(=O)C. The product is [OH:20][C:14]1([CH2:3][C:4]([O:6][CH2:7][CH3:8])=[O:5])[CH2:19][CH2:18][CH2:17][CH:16]=[CH:15]1. The yield is 0.870. (6) The reactants are Cl[C:2]1[CH:7]=[C:6]([O:8][C:9]2[CH:14]=[CH:13][C:12]([NH2:15])=[C:11]([F:16])[CH:10]=2)[CH:5]=[CH:4][N:3]=1.[CH3:17][N:18]1[CH:22]=[CH:21][C:20](B2OC(C)(C)C(C)(C)O2)=[N:19]1.C([O-])([O-])=O.[Na+].[Na+].O. The catalyst is COCCOC.C1C=CC([P]([Pd]([P](C2C=CC=CC=2)(C2C=CC=CC=2)C2C=CC=CC=2)([P](C2C=CC=CC=2)(C2C=CC=CC=2)C2C=CC=CC=2)[P](C2C=CC=CC=2)(C2C=CC=CC=2)C2C=CC=CC=2)(C2C=CC=CC=2)C2C=CC=CC=2)=CC=1. The product is [F:16][C:11]1[CH:10]=[C:9]([O:8][C:6]2[CH:5]=[CH:4][N:3]=[C:2]([C:21]3[CH:20]=[N:19][N:18]([CH3:17])[CH:22]=3)[CH:7]=2)[CH:14]=[CH:13][C:12]=1[NH2:15]. The yield is 0.560. (7) The reactants are [NH2:1][C:2]1[S:3][C:4]([N+:7]([O-:9])=[O:8])=[CH:5][N:6]=1.C(N(CC)CC)C.[CH3:17][O:18][C:19]1[CH:24]=[CH:23][C:22]([CH2:25][CH2:26][CH2:27][C:28](Cl)=[O:29])=[CH:21][CH:20]=1. The catalyst is C(Cl)Cl. The product is [CH3:17][O:18][C:19]1[CH:24]=[CH:23][C:22]([CH2:25][CH2:26][CH2:27][C:28]([NH:1][C:2]2[S:3][C:4]([N+:7]([O-:9])=[O:8])=[CH:5][N:6]=2)=[O:29])=[CH:21][CH:20]=1. The yield is 0.390. (8) The product is [NH2:16][C:7]1[CH:8]=[C:9]([NH:12][C:13](=[O:15])[CH3:14])[CH:10]=[CH:11][C:6]=1[NH:5][CH2:4][CH:1]1[CH2:2][CH2:3]1. The yield is 0.890. The reactants are [CH:1]1([CH2:4][NH:5][C:6]2[CH:11]=[CH:10][C:9]([NH:12][C:13](=[O:15])[CH3:14])=[CH:8][C:7]=2[N+:16]([O-])=O)[CH2:3][CH2:2]1. The catalyst is C(OCC)(=O)C.[Pd].